Dataset: Reaction yield outcomes from USPTO patents with 853,638 reactions. Task: Predict the reaction yield, written as a fraction of the theoretical maximum amount of product (1.0 means a 100% yield; for example, 0.34 means a 34% yield). (1) The reactants are [NH2:1][C:2]1[CH:7]=[CH:6][C:5]([OH:8])=[CH:4][CH:3]=1.CC(C)([O-])C.[K+].[Cl:15][C:16]1[CH:21]=[C:20](Cl)[CH:19]=[CH:18][N:17]=1. The catalyst is CN(C=O)C. The product is [Cl:15][C:16]1[CH:21]=[C:20]([O:8][C:5]2[CH:6]=[CH:7][C:2]([NH2:1])=[CH:3][CH:4]=2)[CH:19]=[CH:18][N:17]=1. The yield is 0.600. (2) The reactants are Cl.[Cl:2][C:3]1[CH:8]=[CH:7][N:6]=[C:5]([C:9]([O:11]C)=O)[CH:4]=1.[NH2:13][CH2:14][CH2:15][N:16]1[CH2:21][CH2:20][O:19][CH2:18][CH2:17]1.O. The catalyst is C1COCC1. The product is [Cl:2][C:3]1[CH:8]=[CH:7][N:6]=[C:5]([C:9](=[O:11])[NH:13][CH2:14][CH2:15][N:16]2[CH2:21][CH2:20][O:19][CH2:18][CH2:17]2)[CH:4]=1. The yield is 0.950. (3) The reactants are C([Si]([C:11]#[C:12][C:13]1[CH:14]=[CH:15][C:16]2[N:17]([CH2:38][CH:39]([OH:50])[CH2:40][NH:41][C:42]3[CH:47]=[CH:46][CH:45]=[C:44]([O:48][CH3:49])[CH:43]=3)[C:18]3[C:23]([C:24]=2[CH:25]=1)=[CH:22][C:21]([C:26]#[C:27][Si](C(C)C)(C(C)C)C(C)C)=[CH:20][CH:19]=3)(C(C)C)C(C)C)(C)C.CCCC[N+](CCCC)(CCCC)CCCC.[F-].C(O)(=O)C. The catalyst is C1COCC1.CCOC(C)=O. The product is [C:26]([C:21]1[CH:20]=[CH:19][C:18]2[N:17]([CH2:38][CH:39]([OH:50])[CH2:40][NH:41][C:42]3[CH:47]=[CH:46][CH:45]=[C:44]([O:48][CH3:49])[CH:43]=3)[C:16]3[C:24]([C:23]=2[CH:22]=1)=[CH:25][C:13]([C:12]#[CH:11])=[CH:14][CH:15]=3)#[CH:27]. The yield is 0.719. (4) The reactants are C[O:2][C:3]1[CH:4]=[C:5]2[C:10](=[CH:11][CH:12]=1)[N:9]=[C:8]([N:13]1[CH2:18][CH2:17][CH:16]([C:19]([O:21]C)=[O:20])[CH2:15][CH2:14]1)[C:7]([C:23]([F:26])([F:25])[F:24])=[CH:6]2.B(Br)(Br)Br.O. The catalyst is C(Cl)Cl. The product is [OH:2][C:3]1[CH:4]=[C:5]2[C:10](=[CH:11][CH:12]=1)[N:9]=[C:8]([N:13]1[CH2:18][CH2:17][CH:16]([C:19]([OH:21])=[O:20])[CH2:15][CH2:14]1)[C:7]([C:23]([F:26])([F:25])[F:24])=[CH:6]2. The yield is 0.0940.